This data is from Reaction yield outcomes from USPTO patents with 853,638 reactions. The task is: Predict the reaction yield, written as a fraction of the theoretical maximum amount of product (1.0 means a 100% yield; for example, 0.34 means a 34% yield). (1) The reactants are [CH3:1][O:2][C:3]1[CH:4]=[C:5]2[C:10](=[CH:11][C:12]=1[OH:13])[N:9]=[CH:8][CH:7]=[C:6]2[O:14][C:15]1[C:16]([C:23]2[CH:28]=[CH:27][CH:26]=[C:25]([CH3:29])[N:24]=2)=[N:17][C:18]([CH3:22])=[C:19]([CH3:21])[CH:20]=1.C(=O)([O-])[O-].[K+].[K+].[CH2:36]([CH:38]1[O:40][CH2:39]1)Br.O. The product is [CH3:1][O:2][C:3]1[CH:4]=[C:5]2[C:10](=[CH:11][C:12]=1[O:13][CH2:36][CH:38]1[CH2:39][O:40]1)[N:9]=[CH:8][CH:7]=[C:6]2[O:14][C:15]1[C:16]([C:23]2[CH:28]=[CH:27][CH:26]=[C:25]([CH3:29])[N:24]=2)=[N:17][C:18]([CH3:22])=[C:19]([CH3:21])[CH:20]=1. The yield is 0.990. The catalyst is CN(C)C=O. (2) The reactants are [N+:1]([C:4]1[CH:13]=[C:12]2[C:7]([CH2:8][C@@H:9]([C:21](=[O:33])[NH:22][C@H:23]3[C:32]4[C:27](=[CH:28][CH:29]=[CH:30][CH:31]=4)[CH2:26][CH2:25][CH2:24]3)[N:10]([C:14]([O:16][C:17]([CH3:20])([CH3:19])[CH3:18])=[O:15])[CH2:11]2)=[CH:6][CH:5]=1)([O-])=O. The catalyst is CO.[Pd]. The product is [NH2:1][C:4]1[CH:13]=[C:12]2[C:7]([CH2:8][C@@H:9]([C:21](=[O:33])[NH:22][C@H:23]3[C:32]4[C:27](=[CH:28][CH:29]=[CH:30][CH:31]=4)[CH2:26][CH2:25][CH2:24]3)[N:10]([C:14]([O:16][C:17]([CH3:18])([CH3:19])[CH3:20])=[O:15])[CH2:11]2)=[CH:6][CH:5]=1. The yield is 0.840. (3) The reactants are [ClH:1].O1CCOCC1.[Cl:8][C:9]1[CH:14]=[CH:13][C:12]([NH:15][C:16]([N:18]2[CH2:23][CH2:22][N:21](C(OC(C)(C)C)=O)[CH2:20][CH:19]2[CH2:31][C:32]2[CH:33]=[N:34][CH:35]=[CH:36][CH:37]=2)=[O:17])=[CH:11][CH:10]=1. No catalyst specified. The product is [ClH:8].[ClH:1].[Cl:8][C:9]1[CH:14]=[CH:13][C:12]([NH:15][C:16]([N:18]2[CH2:23][CH2:22][NH:21][CH2:20][CH:19]2[CH2:31][C:32]2[CH:33]=[N:34][CH:35]=[CH:36][CH:37]=2)=[O:17])=[CH:11][CH:10]=1. The yield is 0.860. (4) The yield is 0.470. The product is [Si:1]([O:8][CH2:9][CH2:10][C:11]1[CH:16]=[CH:15][C:14]([Cl:17])=[CH:13][C:12]=1[C:18]([C:20]1[CH:24]=[C:23]([CH2:25][O:26][Si:27]([CH:31]([CH3:33])[CH3:32])([CH:28]([CH3:29])[CH3:30])[CH:34]([CH3:36])[CH3:35])[S:22][CH:21]=1)([OH:19])[CH3:39])([C:4]([CH3:5])([CH3:7])[CH3:6])([CH3:3])[CH3:2]. The reactants are [Si:1]([O:8][CH2:9][CH2:10][C:11]1[CH:16]=[CH:15][C:14]([Cl:17])=[CH:13][C:12]=1[C:18]([C:20]1[CH:24]=[C:23]([CH2:25][O:26][Si:27]([CH:34]([CH3:36])[CH3:35])([CH:31]([CH3:33])[CH3:32])[CH:28]([CH3:30])[CH3:29])[S:22][CH:21]=1)=[O:19])([C:4]([CH3:7])([CH3:6])[CH3:5])([CH3:3])[CH3:2].[Li]C.[CH3:39]COCC. The catalyst is C1COCC1. (5) The reactants are [C:1]([O:5][C:6]([NH:8][N:9]=[CH:10][C:11]1[CH:16]=[CH:15][C:14]([OH:17])=[C:13]([CH3:18])[CH:12]=1)=[O:7])([CH3:4])([CH3:3])[CH3:2]. The catalyst is CO.[Pd]. The product is [C:1]([O:5][C:6]([NH:8][NH:9][CH2:10][C:11]1[CH:16]=[CH:15][C:14]([OH:17])=[C:13]([CH3:18])[CH:12]=1)=[O:7])([CH3:4])([CH3:3])[CH3:2]. The yield is 0.940. (6) The reactants are [Br:1][C:2]1[CH:7]=[CH:6][C:5]([C:8]2[NH:9][CH:10]=[C:11]([C:13]3[N:17]([CH:18]([CH3:20])[CH3:19])[N:16]=[CH:15][N:14]=3)[N:12]=2)=[C:4](F)[CH:3]=1.C1(=O)O[CH2:25][CH2:24][O:23]1.C(=O)([O-])[O-].[Cs+].[Cs+].O. The catalyst is CN(C=O)C. The product is [Br:1][C:2]1[CH:7]=[CH:6][C:5]2[C:8]3[N:9]([CH:10]=[C:11]([C:13]4[N:17]([CH:18]([CH3:20])[CH3:19])[N:16]=[CH:15][N:14]=4)[N:12]=3)[CH2:25][CH2:24][O:23][C:4]=2[CH:3]=1. The yield is 0.580. (7) The reactants are FC1C=C(C=CC=1)CN1C2C(=CC=CC=2CCC2C=CC(C(O)=O)=CC=2)CC1.[CH3:29][O:30][C:31]1[CH:32]=[C:33]([CH:56]=[CH:57][CH:58]=1)[CH2:34][N:35]1[CH2:43][C:42]2[C:37](=[CH:38][CH:39]=[CH:40][C:41]=2[CH2:44][CH2:45][C:46]2[CH:55]=[CH:54][C:49]([C:50]([O:52]C)=[O:51])=[CH:48][CH:47]=2)[CH2:36]1.[Li+].[OH-]. The catalyst is O1CCOCC1. The product is [CH3:29][O:30][C:31]1[CH:32]=[C:33]([CH:56]=[CH:57][CH:58]=1)[CH2:34][N:35]1[CH2:43][C:42]2[C:37](=[CH:38][CH:39]=[CH:40][C:41]=2[CH2:44][CH2:45][C:46]2[CH:47]=[CH:48][C:49]([C:50]([OH:52])=[O:51])=[CH:54][CH:55]=2)[CH2:36]1. The yield is 1.00.